This data is from Forward reaction prediction with 1.9M reactions from USPTO patents (1976-2016). The task is: Predict the product of the given reaction. (1) Given the reactants [CH2:1]([N:8]([CH2:21][C:22]1[CH:27]=[CH:26][CH:25]=[CH:24][CH:23]=1)[C:9]1[CH:10]=[C:11]2[C:16](=[CH:17][C:18]=1[F:19])[C:15](Cl)=[N:14][CH:13]=[CH:12]2)[C:2]1[CH:7]=[CH:6][CH:5]=[CH:4][CH:3]=1.[NH3:28].C([O-])(O)=O.[Na+], predict the reaction product. The product is: [CH2:1]([N:8]([CH2:21][C:22]1[CH:27]=[CH:26][CH:25]=[CH:24][CH:23]=1)[C:9]1[CH:10]=[C:11]2[C:16](=[CH:17][C:18]=1[F:19])[C:15]([NH2:28])=[N:14][CH:13]=[CH:12]2)[C:2]1[CH:7]=[CH:6][CH:5]=[CH:4][CH:3]=1. (2) The product is: [Br:1][C:2]1[CH:7]=[CH:6][C:5]([N:8]([CH2:17][C:18]2[CH:23]=[CH:22][C:21]([O:24][CH3:25])=[CH:20][CH:19]=2)[CH2:9][CH2:10][CH2:11][CH2:12][CH2:13][C:14]([O:16][CH3:28])=[O:15])=[C:4]([CH:26]=[O:27])[CH:3]=1. Given the reactants [Br:1][C:2]1[CH:7]=[CH:6][C:5]([N:8]([CH2:17][C:18]2[CH:23]=[CH:22][C:21]([O:24][CH3:25])=[CH:20][CH:19]=2)[CH2:9][CH2:10][CH2:11][CH2:12][CH2:13][C:14]([OH:16])=[O:15])=[C:4]([CH:26]=[O:27])[CH:3]=1.[C:28](=O)([O-])[O-].[K+].[K+].IC.O, predict the reaction product. (3) Given the reactants [OH:1][C:2]1[C:3]2[N:4]([C:9]([C:13]([O:15][CH2:16][CH3:17])=[O:14])=[C:10]([CH3:12])[N:11]=2)[CH:5]=[C:6]([CH3:8])[CH:7]=1.C(=O)([O-])[O-].[Cs+].[Cs+].Br[CH2:25][C:26]1[C:31]([F:32])=[C:30]([O:33][CH3:34])[CH:29]=[CH:28][C:27]=1[F:35].O, predict the reaction product. The product is: [F:32][C:31]1[C:30]([O:33][CH3:34])=[CH:29][CH:28]=[C:27]([F:35])[C:26]=1[CH2:25][O:1][C:2]1[C:3]2[N:4]([C:9]([C:13]([O:15][CH2:16][CH3:17])=[O:14])=[C:10]([CH3:12])[N:11]=2)[CH:5]=[C:6]([CH3:8])[CH:7]=1. (4) The product is: [C:1]([C:5]1[CH:6]=[C:7]2[C:12](=[C:13]([F:15])[CH:14]=1)[C:11](=[O:16])[N:10]([C:17]1[CH:22]=[CH:21][CH:20]=[C:19]([C:23]3[CH:28]=[C:27]([NH:29][C:30]4[CH:34]=[CH:33][N:32]([CH2:35][C@@H:36]([OH:37])[CH2:40][OH:39])[N:31]=4)[C:26](=[O:43])[N:25]([CH3:44])[N:24]=3)[C:18]=1[CH2:45][OH:46])[N:9]=[CH:8]2)([CH3:4])([CH3:2])[CH3:3]. Given the reactants [C:1]([C:5]1[CH:6]=[C:7]2[C:12](=[C:13]([F:15])[CH:14]=1)[C:11](=[O:16])[N:10]([C:17]1[CH:22]=[CH:21][CH:20]=[C:19]([C:23]3[CH:28]=[C:27]([NH:29][C:30]4[CH:34]=[CH:33][N:32]([CH2:35][C@@H:36]5[CH2:40][O:39]C(C)(C)[O:37]5)[N:31]=4)[C:26](=[O:43])[N:25]([CH3:44])[N:24]=3)[C:18]=1[CH2:45][OH:46])[N:9]=[CH:8]2)([CH3:4])([CH3:3])[CH3:2].Cl.[Cl-].[NH4+], predict the reaction product. (5) Given the reactants [CH3:1][N:2]([CH3:21])[CH2:3][CH2:4][CH2:5][N:6]([CH3:20])[C:7]1[CH:12]=[CH:11][C:10]([N+:13]([O-])=O)=[CH:9][C:8]=1[C:16]([F:19])([F:18])[F:17], predict the reaction product. The product is: [CH3:21][N:2]([CH3:1])[CH2:3][CH2:4][CH2:5][N:6]([CH3:20])[C:7]1[CH:12]=[CH:11][C:10]([NH2:13])=[CH:9][C:8]=1[C:16]([F:17])([F:19])[F:18]. (6) Given the reactants Br[CH:2]([C:8]1[CH:18]=[CH:17][CH:16]=[CH:15][C:9]=1[C:10]([O:12]CC)=O)[C:3]([O:5][CH2:6][CH3:7])=[O:4].C(N(CC)CC)C.[F:26][C:27]1[CH:34]=[CH:33][C:30]([CH2:31][NH2:32])=[C:29]([O:35][CH3:36])[CH:28]=1, predict the reaction product. The product is: [F:26][C:27]1[CH:34]=[CH:33][C:30]([CH2:31][N:32]2[C:10](=[O:12])[C:9]3[C:8](=[CH:18][CH:17]=[CH:16][CH:15]=3)[CH:2]2[C:3]([O:5][CH2:6][CH3:7])=[O:4])=[C:29]([O:35][CH3:36])[CH:28]=1. (7) The product is: [F:21][C:22]([F:27])([F:26])[C:23]([OH:25])=[O:24].[CH:17]1([C:14]2[N:13]=[C:12]([C@@H:8]([NH2:7])[CH:9]([CH3:10])[CH3:11])[O:16][N:15]=2)[CH2:19][CH2:18]1. Given the reactants C(OC(=O)[NH:7][C@H:8]([C:12]1[O:16][N:15]=[C:14]([CH:17]2[CH2:19][CH2:18]2)[N:13]=1)[CH:9]([CH3:11])[CH3:10])(C)(C)C.[F:21][C:22]([F:27])([F:26])[C:23]([OH:25])=[O:24], predict the reaction product. (8) Given the reactants [CH3:1][O:2][C:3]1[CH:4]=[C:5]2[C:10](=[CH:11][C:12]=1[O:13][CH3:14])[N:9]=[CH:8][N:7]=[C:6]2[O:15][C:16]1[CH:17]=[C:18]([CH:20]=[CH:21][CH:22]=1)[NH2:19].[CH3:23][O:24][C:25]1[CH:26]=[C:27]([NH:35][C:36](=O)[O:37]C2C=CC=CC=2)[CH:28]=[C:29]([C:31]([F:34])([F:33])[F:32])[CH:30]=1, predict the reaction product. The product is: [CH3:1][O:2][C:3]1[CH:4]=[C:5]2[C:10](=[CH:11][C:12]=1[O:13][CH3:14])[N:9]=[CH:8][N:7]=[C:6]2[O:15][C:16]1[CH:17]=[C:18]([NH:19][C:36]([NH:35][C:27]2[CH:28]=[C:29]([C:31]([F:32])([F:33])[F:34])[CH:30]=[C:25]([O:24][CH3:23])[CH:26]=2)=[O:37])[CH:20]=[CH:21][CH:22]=1. (9) Given the reactants [CH3:1][C:2]1[O:6][C:5]([C:7]2[CH:12]=[CH:11][CH:10]=[CH:9][CH:8]=2)=[N:4][C:3]=1[CH2:13][C:14](OC)=[O:15].[H-].C([Al+]CC(C)C)C(C)C.O.C(O)(=O)CC(CC(O)=O)(C(O)=O)O, predict the reaction product. The product is: [CH3:1][C:2]1[O:6][C:5]([C:7]2[CH:12]=[CH:11][CH:10]=[CH:9][CH:8]=2)=[N:4][C:3]=1[CH2:13][CH2:14][OH:15].